This data is from NCI-60 drug combinations with 297,098 pairs across 59 cell lines. The task is: Regression. Given two drug SMILES strings and cell line genomic features, predict the synergy score measuring deviation from expected non-interaction effect. Drug 1: COC1=C(C=C2C(=C1)N=CN=C2NC3=CC(=C(C=C3)F)Cl)OCCCN4CCOCC4. Drug 2: CC1=C(N=C(N=C1N)C(CC(=O)N)NCC(C(=O)N)N)C(=O)NC(C(C2=CN=CN2)OC3C(C(C(C(O3)CO)O)O)OC4C(C(C(C(O4)CO)O)OC(=O)N)O)C(=O)NC(C)C(C(C)C(=O)NC(C(C)O)C(=O)NCCC5=NC(=CS5)C6=NC(=CS6)C(=O)NCCC[S+](C)C)O. Cell line: OVCAR-5. Synergy scores: CSS=58.4, Synergy_ZIP=-0.381, Synergy_Bliss=2.31, Synergy_Loewe=3.92, Synergy_HSA=4.11.